Dataset: Full USPTO retrosynthesis dataset with 1.9M reactions from patents (1976-2016). Task: Predict the reactants needed to synthesize the given product. (1) The reactants are: [Cl:1][C:2]1[N:7]=[CH:6][N:5]=[C:4]([NH:8][CH2:9][CH3:10])[C:3]=1[NH2:11].ClC1N=CN=C2C=1N=C(C1C=NC(C)=NC=1)N2CC.[CH3:31][CH:32]([CH3:36])[CH2:33][CH:34]=O. Given the product [Cl:1][C:2]1[N:7]=[CH:6][N:5]=[C:4]2[C:3]=1[N:11]=[C:34]([CH2:33][CH:32]([CH3:36])[CH3:31])[N:8]2[CH2:9][CH3:10], predict the reactants needed to synthesize it. (2) Given the product [Br:1][C:2]1[CH:7]=[CH:6][C:5]([Br:8])=[C:4]2[C:3]=1[N:10]=[C:17]([C:11]1[CH:16]=[CH:15][CH:14]=[CH:13][CH:12]=1)[C:18]([C:20]1[CH:25]=[CH:24][CH:23]=[CH:22][CH:21]=1)=[N:9]2, predict the reactants needed to synthesize it. The reactants are: [Br:1][C:2]1[C:3]([NH2:10])=[C:4]([NH2:9])[C:5]([Br:8])=[CH:6][CH:7]=1.[C:11]1([C:17](=O)[C:18]([C:20]2[CH:25]=[CH:24][CH:23]=[CH:22][CH:21]=2)=O)[CH:16]=[CH:15][CH:14]=[CH:13][CH:12]=1.C1C(O)=CC=CC=1C.C(=O)(O)[O-].[Na+]. (3) Given the product [C:21]([O:27][C@H:29]([CH3:46])[CH2:30][NH:31][C:32]([C@@H:34]([CH2:43][CH:44]=[CH2:45])[CH2:35][C:36]([O:38][C:39]([CH3:41])([CH3:40])[CH3:42])=[O:37])=[O:33])(=[O:26])[CH2:22][CH2:23][CH:24]=[CH2:25], predict the reactants needed to synthesize it. The reactants are: NC[C@H](O)C.C(OC(=O)C[C@H](CC=C)C(O)=O)(C)(C)C.[C:21]([OH:27])(=[O:26])[CH2:22][CH2:23][CH:24]=[CH2:25].O[C@H:29]([CH3:46])[CH2:30][NH:31][C:32]([C@@H:34]([CH2:43][CH:44]=[CH2:45])[CH2:35][C:36]([O:38][C:39]([CH3:42])([CH3:41])[CH3:40])=[O:37])=[O:33]. (4) Given the product [ClH:1].[F:26][C:21]1[CH:20]=[C:19]([CH:24]=[CH:23][C:22]=1[CH3:25])[CH2:18][C@H:15]1[NH:16][CH2:17][C@H:13]([OH:12])[CH2:14]1, predict the reactants needed to synthesize it. The reactants are: [ClH:1].C(O)C.C([O:12][C@H:13]1[CH2:17][NH:16][C@H:15]([CH2:18][C:19]2[CH:24]=[CH:23][C:22]([CH3:25])=[C:21]([F:26])[CH:20]=2)[CH2:14]1)C1C=CC=CC=1. (5) Given the product [Cl:1][C:2]1[CH:3]=[CH:4][C:5]([C:8]([C:13]2[CH:14]=[C:15]3[C:20](=[CH:21][CH:22]=2)[N:19]([CH3:23])[C:18](=[O:24])[CH:17]=[C:16]3[CH2:25][CH2:26][C:27]2[S:28][C:29]([Cl:32])=[CH:30][CH:31]=2)=[O:9])=[CH:6][CH:7]=1, predict the reactants needed to synthesize it. The reactants are: [Cl:1][C:2]1[CH:7]=[CH:6][C:5]([C:8]2([C:13]3[CH:14]=[C:15]4[C:20](=[CH:21][CH:22]=3)[N:19]([CH3:23])[C:18](=[O:24])[CH:17]=[C:16]4[CH2:25][CH2:26][C:27]3[S:28][C:29]([Cl:32])=[CH:30][CH:31]=3)OCC[O:9]2)=[CH:4][CH:3]=1.O.[NH4+].[OH-].